Task: Predict which catalyst facilitates the given reaction.. Dataset: Catalyst prediction with 721,799 reactions and 888 catalyst types from USPTO (1) Reactant: Cl.[Cl:2][C:3]1[CH:8]=[CH:7][CH:6]=[CH:5][C:4]=1[N:9]1[CH2:14][CH2:13][NH:12][CH2:11][C:10]1=[O:15].C(N(C(C)C)C(C)C)C.[Cl:25][C:26]1[CH:34]=[C:33]([F:35])[CH:32]=[CH:31][C:27]=1[C:28](Cl)=[O:29].C(O)(=O)CC(CC(O)=O)(C(O)=O)O. Product: [Cl:25][C:26]1[CH:34]=[C:33]([F:35])[CH:32]=[CH:31][C:27]=1[C:28]([N:12]1[CH2:13][CH2:14][N:9]([C:4]2[CH:5]=[CH:6][CH:7]=[CH:8][C:3]=2[Cl:2])[C:10](=[O:15])[CH2:11]1)=[O:29]. The catalyst class is: 4. (2) Reactant: Cl[C:2]1[S:3][C:4]2[CH:10]=[C:9]([N+:11]([O-:13])=[O:12])[CH:8]=[CH:7][C:5]=2[N:6]=1.[CH:14]([N:17]([CH:20]([CH3:22])C)[CH2:18][CH3:19])([CH3:16])C.NN1[CH2:29][CH2:28][CH:27]([CH2:30][C:31]2C=CC=CC=2)CC1.[Al].[OH-].[Na+].[CH3:40][N:41](C=O)C. Product: [CH2:20]([N:17]1[CH2:14][CH2:16][CH:40]([NH:41][C:2]2[S:3][C:4]3[CH:10]=[C:9]([N+:11]([O-:13])=[O:12])[CH:8]=[CH:7][C:5]=3[N:6]=2)[CH2:19][CH2:18]1)[C:22]1[CH:31]=[CH:30][CH:27]=[CH:28][CH:29]=1. The catalyst class is: 69. (3) Reactant: [N-:1]=[N+:2]=[N-:3].[Na+].[Cl-].[NH4+].[C:7]1([C:23]2[CH:28]=[CH:27][CH:26]=[CH:25][CH:24]=2)[CH:12]=[CH:11][C:10]([CH2:13][O:14][C:15]2[CH:16]=[C:17]([CH:20]=[CH:21][CH:22]=2)[C:18]#[N:19])=[CH:9][CH:8]=1.O. Product: [C:7]1([C:23]2[CH:28]=[CH:27][CH:26]=[CH:25][CH:24]=2)[CH:12]=[CH:11][C:10]([CH2:13][O:14][C:15]2[CH:16]=[C:17]([C:18]3[NH:19][N:3]=[N:2][N:1]=3)[CH:20]=[CH:21][CH:22]=2)=[CH:9][CH:8]=1. The catalyst class is: 9. (4) Reactant: OS(O)(=O)=O.[S:6]1[C:10]2[CH:11]=[C:12]([NH:15][C:16]([NH:18][CH2:19][CH:20](OC)OC)=[O:17])[CH:13]=[CH:14][C:9]=2[N:8]=[CH:7]1.CO.[OH-].[K+]. Product: [S:6]1[C:10]2[CH:11]=[C:12]([N:15]3[CH:20]=[CH:19][NH:18][C:16]3=[O:17])[CH:13]=[CH:14][C:9]=2[N:8]=[CH:7]1. The catalyst class is: 22. (5) Reactant: [CH2:1]([O:3][C:4]([C:6]1[C:7]([OH:25])=[C:8]2[C:14](Br)=[C:13](Br)[N:12]([CH2:17][C:18]3[CH:23]=[CH:22][C:21]([F:24])=[CH:20][CH:19]=3)[C:9]2=[CH:10][N:11]=1)=[O:5])[CH3:2].C([O-])=O.[NH4+]. Product: [CH2:1]([O:3][C:4]([C:6]1[C:7]([OH:25])=[C:8]2[CH:14]=[CH:13][N:12]([CH2:17][C:18]3[CH:23]=[CH:22][C:21]([F:24])=[CH:20][CH:19]=3)[C:9]2=[CH:10][N:11]=1)=[O:5])[CH3:2]. The catalyst class is: 45.